From a dataset of Full USPTO retrosynthesis dataset with 1.9M reactions from patents (1976-2016). Predict the reactants needed to synthesize the given product. Given the product [F:1][C:2]1[CH:7]=[C:6]([F:8])[CH:5]=[CH:4][C:3]=1[C:9]([OH:10])([CH2:11][N:31]1[CH:35]=[N:34][N:33]=[N:32]1)[C:12]([C:13]1[N:18]=[CH:17][C:16]([CH2:19][O:20][C:21]2[CH:28]=[CH:27][C:24]([C:25]#[N:26])=[CH:23][N:22]=2)=[CH:15][CH:14]=1)([F:29])[F:30], predict the reactants needed to synthesize it. The reactants are: [F:1][C:2]1[CH:7]=[C:6]([F:8])[CH:5]=[CH:4][C:3]=1[C:9]1([C:12]([F:30])([F:29])[C:13]2[N:18]=[CH:17][C:16]([CH2:19][O:20][C:21]3[CH:28]=[CH:27][C:24]([C:25]#[N:26])=[CH:23][N:22]=3)=[CH:15][CH:14]=2)[CH2:11][O:10]1.[NH:31]1[CH:35]=[N:34][N:33]=[N:32]1.C([O-])([O-])=O.[K+].[K+].